From a dataset of Reaction yield outcomes from USPTO patents with 853,638 reactions. Predict the reaction yield, written as a fraction of the theoretical maximum amount of product (1.0 means a 100% yield; for example, 0.34 means a 34% yield). (1) The reactants are C([O-])([O-])=O.[Ca+2].[O:6]1[C:10]2[CH:11]=[CH:12][CH:13]=[C:14]([NH2:15])[C:9]=2[O:8][CH2:7]1.[I:16](Cl)(=O)=O.I(Cl)(=O)=O.C[N+](C)(C)CC1C=CC=CC=1. The catalyst is C(Cl)Cl.CO.O. The product is [I:16][C:11]1[C:10]2[O:6][CH2:7][O:8][C:9]=2[C:14]([NH2:15])=[CH:13][CH:12]=1. The yield is 0.469. (2) The yield is 0.660. The product is [CH3:54][C:55]1[N:56]=[C:57]([C:63]2[CH:68]=[CH:67][CH:66]=[CH:65][CH:64]=2)[O:58][C:59]=1[CH2:60][CH2:61][O:38][C:39]1[CH:40]=[C:41]2[C:45](=[CH:46][CH:47]=1)[C@H:44]([CH2:48][C:49]([O:51][CH2:52][CH3:53])=[O:50])[CH2:43][CH2:42]2. The reactants are C1CCN(C(N=NC(N2CCCCC2)=O)=O)CC1.C1C=CC(P(C2C=CC=CC=2)C2C=CC=CC=2)=CC=1.[OH:38][C:39]1[CH:40]=[C:41]2[C:45](=[CH:46][CH:47]=1)[C@H:44]([CH2:48][C:49]([O:51][CH2:52][CH3:53])=[O:50])[CH2:43][CH2:42]2.[CH3:54][C:55]1[N:56]=[C:57]([C:63]2[CH:68]=[CH:67][CH:66]=[CH:65][CH:64]=2)[O:58][C:59]=1[CH2:60][CH2:61]O. The catalyst is C1COCC1.C(Cl)Cl. (3) The reactants are [NH2:1][C:2]1[CH:7]=[CH:6][N:5]=[CH:4][CH:3]=1.[C:8](Cl)(=[O:13])[C:9]([CH3:12])([CH3:11])[CH3:10].C(N(CC)CC)C. The catalyst is ClCCl.O. The product is [CH3:10][C:9]([CH3:12])([CH3:11])[C:8]([NH:1][C:2]1[CH:7]=[CH:6][N:5]=[CH:4][CH:3]=1)=[O:13]. The yield is 0.740. (4) The reactants are [CH2:1]([O:3][C:4]([C:6]1[NH:7][C:8]([CH3:11])=[CH:9][CH:10]=1)=[O:5])[CH3:2].[F:12][C:13]([F:25])([F:24])[C:14]1[CH:15]=[C:16]([CH2:20][C:21](Cl)=[O:22])[CH:17]=[CH:18][CH:19]=1. The catalyst is ClCCCl. The product is [CH2:1]([O:3][C:4]([C:6]1[NH:7][C:8]([CH3:11])=[C:9]([C:21](=[O:22])[CH2:20][C:16]2[CH:17]=[CH:18][CH:19]=[C:14]([C:13]([F:24])([F:12])[F:25])[CH:15]=2)[CH:10]=1)=[O:5])[CH3:2]. The yield is 0.160. (5) The reactants are [CH3:1][C:2]([CH3:23])([CH2:20][CH2:21][CH3:22])[CH2:3][CH2:4][C:5]([N:7]1[CH:11]([CH3:12])[CH:10]([C:13]2[CH:18]=[CH:17][CH:16]=[CH:15][CH:14]=2)[O:9][C:8]1=[O:19])=[O:6].C[Si]([N-][Si](C)(C)C)(C)C.[Na+].[C:34]([O:38][C:39](=[O:42])[CH2:40]Br)([CH3:37])([CH3:36])[CH3:35]. No catalyst specified. The product is [C:34]([O:38][C:39](=[O:42])[CH2:40][C@@H:4]([C:5]([N:7]1[C@@H:11]([CH3:12])[C@@H:10]([C:13]2[CH:14]=[CH:15][CH:16]=[CH:17][CH:18]=2)[O:9][C:8]1=[O:19])=[O:6])[CH2:3][C:2]([CH3:1])([CH3:23])[CH2:20][CH2:21][CH3:22])([CH3:37])([CH3:36])[CH3:35]. The yield is 0.493. (6) The reactants are [CH2:1]([C:3]1[N:4]=[C:5]([CH2:25][CH2:26][CH3:27])[N:6]([CH2:10][C:11]2[CH:16]=[CH:15][C:14]([C:17]3[C:18]([C:23]#[N:24])=[CH:19][CH:20]=[CH:21][CH:22]=3)=[CH:13][CH:12]=2)[C:7](=[O:9])[CH:8]=1)[CH3:2].C([O-])(=O)C.[Na+].[Br:33]Br. The catalyst is C(O)(=O)C.C(OCC)(=O)C. The product is [Br:33][C:8]1[C:7](=[O:9])[N:6]([CH2:10][C:11]2[CH:16]=[CH:15][C:14]([C:17]3[C:18]([C:23]#[N:24])=[CH:19][CH:20]=[CH:21][CH:22]=3)=[CH:13][CH:12]=2)[C:5]([CH2:25][CH2:26][CH3:27])=[N:4][C:3]=1[CH2:1][CH3:2]. The yield is 0.710. (7) The reactants are Br[C:2]1[S:6][C:5]([CH2:7][N:8]2[C:16]3[C:11](=[CH:12][CH:13]=[CH:14][CH:15]=3)[C:10]3([C:20]4=[CH:21][C:22]5[O:26][CH2:25][O:24][C:23]=5[CH:27]=[C:19]4[O:18][CH2:17]3)[C:9]2=[O:28])=[CH:4][CH:3]=1.[CH3:29][N:30](C)C=O. The catalyst is O.[C-]#N.[Zn+2].[C-]#N.C1C=CC(/C=C/C(/C=C/C2C=CC=CC=2)=O)=CC=1.C1C=CC(/C=C/C(/C=C/C2C=CC=CC=2)=O)=CC=1.C1C=CC(/C=C/C(/C=C/C2C=CC=CC=2)=O)=CC=1.[Pd].[Pd].C1(P(C2C=CC=CC=2)[C-]2C=CC=C2)C=CC=CC=1.[C-]1(P(C2C=CC=CC=2)C2C=CC=CC=2)C=CC=C1.[Fe+2]. The product is [O:28]=[C:9]1[C:10]2([C:20]3=[CH:21][C:22]4[O:26][CH2:25][O:24][C:23]=4[CH:27]=[C:19]3[O:18][CH2:17]2)[C:11]2[C:16](=[CH:15][CH:14]=[CH:13][CH:12]=2)[N:8]1[CH2:7][C:5]1[S:6][C:2]([C:29]#[N:30])=[CH:3][CH:4]=1. The yield is 0.440.